This data is from Reaction yield outcomes from USPTO patents with 853,638 reactions. The task is: Predict the reaction yield, written as a fraction of the theoretical maximum amount of product (1.0 means a 100% yield; for example, 0.34 means a 34% yield). (1) The reactants are [Cl:1][C:2]1[C:10]2[N:9]=[C:8]3[N:11]([C:15]4[CH:20]=[CH:19][C:18]([O:21][CH3:22])=[CH:17][C:16]=4[Cl:23])[CH2:12][CH2:13][CH2:14][N:7]3[C:6]=2[C:5]([CH:24]([CH:26]2[CH2:28][CH2:27]2)[OH:25])=[CH:4][CH:3]=1.N(C(N1CCCCC1)=O)=NC(N1CCCCC1)=O.C(P(CCCC)CCCC)CCC.[F:60][CH:61]([F:64])[CH2:62]O. The catalyst is O1CCCC1. The product is [Cl:1][C:2]1[C:10]2[N:9]=[C:8]3[N:11]([C:15]4[CH:20]=[CH:19][C:18]([O:21][CH3:22])=[CH:17][C:16]=4[Cl:23])[CH2:12][CH2:13][CH2:14][N:7]3[C:6]=2[C:5]([CH:24]([CH:26]2[CH2:28][CH2:27]2)[O:25][CH2:62][CH:61]([F:64])[F:60])=[CH:4][CH:3]=1. The yield is 0.580. (2) The reactants are [CH:1]([C:4]1[CH:9]=[CH:8][C:7]([C:10]2[C:15]([CH:16]([CH2:21][CH2:22][CH3:23])[C:17]([O:19]C)=[O:18])=[C:14]([CH3:24])[N:13]=[C:12]([N:25]3[CH2:30][CH2:29][CH2:28][CH2:27][CH2:26]3)[N:11]=2)=[CH:6][CH:5]=1)([CH3:3])[CH3:2].[OH-].[Na+]. The catalyst is CO. The product is [CH:1]([C:4]1[CH:9]=[CH:8][C:7]([C:10]2[C:15]([CH:16]([CH2:21][CH2:22][CH3:23])[C:17]([OH:19])=[O:18])=[C:14]([CH3:24])[N:13]=[C:12]([N:25]3[CH2:26][CH2:27][CH2:28][CH2:29][CH2:30]3)[N:11]=2)=[CH:6][CH:5]=1)([CH3:2])[CH3:3]. The yield is 0.730. (3) The reactants are C(Cl)Cl.C(Cl)(=O)C(Cl)=O.CS(C)=O.[Br:14][C:15]1[C:24]2[C:19](=[CH:20][CH:21]=[CH:22][CH:23]=2)[CH:18]=[C:17]([CH2:25][OH:26])[CH:16]=1.C(N(CC)CC)C.[Cl-].[NH4+]. The catalyst is C(Cl)Cl. The product is [Br:14][C:15]1[C:24]2[C:19](=[CH:20][CH:21]=[CH:22][CH:23]=2)[CH:18]=[C:17]([CH:25]=[O:26])[CH:16]=1. The yield is 0.780. (4) The reactants are [Cl-].[NH4+].[OH:3][C:4]1([CH2:21][N:22]2[C:31](=[O:32])[C:30]3[C:25](=[CH:26][C:27]([N+:33]([O-])=O)=[CH:28][CH:29]=3)[N:24]=[CH:23]2)[CH2:9][CH2:8][N:7]([C:10](=[O:20])[CH2:11][CH:12]([C:14]2[CH:19]=[CH:18][CH:17]=[CH:16][CH:15]=2)[CH3:13])[CH2:6][CH2:5]1. The catalyst is C(O)C.C(=O)(O)[O-].[Na+].[Fe]. The product is [NH2:33][C:27]1[CH:26]=[C:25]2[C:30]([C:31](=[O:32])[N:22]([CH2:21][C:4]3([OH:3])[CH2:9][CH2:8][N:7]([C:10](=[O:20])[CH2:11][CH:12]([C:14]4[CH:15]=[CH:16][CH:17]=[CH:18][CH:19]=4)[CH3:13])[CH2:6][CH2:5]3)[CH:23]=[N:24]2)=[CH:29][CH:28]=1. The yield is 0.150. (5) The reactants are [Cl:1][C:2]1[CH:7]=[CH:6][C:5]([OH:8])=[CH:4][C:3]=1[NH:9][C@@H:10]([C:12]1[CH:17]=[CH:16][C:15]([Cl:18])=[CH:14][C:13]=1[Cl:19])[CH3:11].C(N(CC)CC)C.[F:27][C:28]([F:41])([F:40])[S:29](O[S:29]([C:28]([F:41])([F:40])[F:27])(=[O:31])=[O:30])(=[O:31])=[O:30]. The catalyst is ClCCl.O. The product is [F:27][C:28]([F:41])([F:40])[S:29]([O:8][C:5]1[CH:6]=[CH:7][C:2]([Cl:1])=[C:3]([NH:9][C@@H:10]([C:12]2[CH:17]=[CH:16][C:15]([Cl:18])=[CH:14][C:13]=2[Cl:19])[CH3:11])[CH:4]=1)(=[O:31])=[O:30]. The yield is 0.720. (6) The reactants are [CH:1]1([CH2:4][O:5][NH:6][C:7]([C:9]2[C:22]([NH:23][C:24]3[CH:29]=[CH:28][C:27]([Br:30])=[CH:26][C:25]=3[CH3:31])=[C:21]([F:32])[C:12]3[N:13]=[CH:14][N:15]([CH2:16][CH2:17][CH2:18][CH:19]=O)[C:11]=3[CH:10]=2)=[O:8])[CH2:3][CH2:2]1.[CH3:33][N:34]1[CH2:39][CH2:38][NH:37][CH2:36][CH2:35]1.CC(O)=O.C(O[BH-](OC(=O)C)OC(=O)C)(=O)C.C[N+](C)(C)C. The catalyst is CC#N.C(OCC)(=O)C. The product is [CH:1]1([CH2:4][O:5][NH:6][C:7]([C:9]2[C:22]([NH:23][C:24]3[CH:29]=[CH:28][C:27]([Br:30])=[CH:26][C:25]=3[CH3:31])=[C:21]([F:32])[C:12]3[N:13]=[CH:14][N:15]([CH2:16][CH2:17][CH2:18][CH2:19][N:37]4[CH2:38][CH2:39][N:34]([CH3:33])[CH2:35][CH2:36]4)[C:11]=3[CH:10]=2)=[O:8])[CH2:2][CH2:3]1. The yield is 0.690. (7) The reactants are [CH3:1][N:2]1[C:6]2[CH:7]=[CH:8][C:9]([C:11]([OH:13])=O)=[CH:10][C:5]=2[N:4]=[N:3]1.[CH2:14]1[C@H:23]2[C@H:18]([CH2:19][CH2:20][C:21]3[CH:27]=[CH:26][CH:25]=[CH:24][C:22]=32)[NH:17][CH2:16][CH2:15]1.F[P-](F)(F)(F)(F)F.N1(OC(N(C)C)=[N+](C)C)C2N=CC=CC=2N=N1. No catalyst specified. The product is [CH2:14]1[C@H:23]2[C@H:18]([CH2:19][CH2:20][C:21]3[CH:27]=[CH:26][CH:25]=[CH:24][C:22]=32)[N:17]([C:11]([C:9]2[CH:8]=[CH:7][C:6]3[N:2]([CH3:1])[N:3]=[N:4][C:5]=3[CH:10]=2)=[O:13])[CH2:16][CH2:15]1. The yield is 0.530. (8) The reactants are C(OC([N:8]1[CH2:12][CH2:11][C:10]([C:15]2[CH:20]=[CH:19][CH:18]=[C:17]([F:21])[C:16]=2[F:22])([O:13][CH3:14])[CH2:9]1)=O)(C)(C)C.FC(F)(F)C(O)=O. The catalyst is C(Cl)Cl. The product is [F:22][C:16]1[C:17]([F:21])=[CH:18][CH:19]=[CH:20][C:15]=1[C:10]1([O:13][CH3:14])[CH2:11][CH2:12][NH:8][CH2:9]1. The yield is 0.850.